Dataset: Full USPTO retrosynthesis dataset with 1.9M reactions from patents (1976-2016). Task: Predict the reactants needed to synthesize the given product. (1) The reactants are: [C:1]([N:5]([C:20]([C:22]1[CH:27]=[C:26]([O:28][CH3:29])[C:25]([O:30]C(=O)C)=[C:24]([O:34][CH3:35])[CH:23]=1)=[O:21])[NH:6][C:7]([C:9]1[CH:18]=[CH:17][C:12]2[O:13][CH2:14][CH2:15][O:16][C:11]=2[C:10]=1[CH3:19])=[O:8])([CH3:4])([CH3:3])[CH3:2].N. Given the product [C:1]([N:5]([C:20](=[O:21])[C:22]1[CH:27]=[C:26]([O:28][CH3:29])[C:25]([OH:30])=[C:24]([O:34][CH3:35])[CH:23]=1)[NH:6][C:7]([C:9]1[CH:18]=[CH:17][C:12]2[O:13][CH2:14][CH2:15][O:16][C:11]=2[C:10]=1[CH3:19])=[O:8])([CH3:3])([CH3:4])[CH3:2], predict the reactants needed to synthesize it. (2) Given the product [Cl:12][C:13]1[CH:14]=[C:15]([C:16]([C:5]2[CH:6]=[CH:7][CH:8]=[C:9]([F:10])[C:4]=2[C:2]#[N:3])=[O:17])[CH:19]=[CH:20][N:21]=1, predict the reactants needed to synthesize it. The reactants are: [I-].[C:2]([C:4]1[C:9]([F:10])=[CH:8][CH:7]=[CH:6][C:5]=1[Zn+])#[N:3].[Cl:12][C:13]1[CH:14]=[C:15]([CH:19]=[CH:20][N:21]=1)[C:16](Cl)=[O:17]. (3) Given the product [C:1]([C:3]1[CH:24]=[CH:23][C:6]([C:7]2[C:29]3[N:28]([C:27]([CH2:25][CH3:26])=[CH:31][CH:30]=3)[N:32]=[C:20]([CH3:21])[C:9]=2[CH2:10][CH2:11][CH2:12][CH2:13][CH2:14][C:15]([O:17][CH2:18][CH3:19])=[O:16])=[CH:5][CH:4]=1)#[N:2], predict the reactants needed to synthesize it. The reactants are: [C:1]([C:3]1[CH:24]=[CH:23][C:6]([C:7]([CH:9]([C:20](=O)[CH3:21])[CH2:10][CH2:11][CH2:12][CH2:13][CH2:14][C:15]([O:17][CH2:18][CH3:19])=[O:16])=O)=[CH:5][CH:4]=1)#[N:2].[CH2:25]([C:27]1[N:28]([NH2:32])[CH:29]=[CH:30][CH:31]=1)[CH3:26].C(OCC)(=O)C.Cl.